Dataset: Forward reaction prediction with 1.9M reactions from USPTO patents (1976-2016). Task: Predict the product of the given reaction. Given the reactants Br[C:2]1[C:3]([CH3:9])=[CH:4][C:5]([NH2:8])=[N:6][CH:7]=1.[Cu][C:11]#[N:12], predict the reaction product. The product is: [NH2:8][C:5]1[N:6]=[CH:7][C:2]([C:11]#[N:12])=[C:3]([CH3:9])[CH:4]=1.